This data is from Forward reaction prediction with 1.9M reactions from USPTO patents (1976-2016). The task is: Predict the product of the given reaction. (1) The product is: [Cl:1][C:2]1[CH:7]=[C:6]([S:8]([CH2:11][CH3:12])(=[O:9])=[O:10])[CH:5]=[CH:4][C:3]=1[C:13]1[CH:18]=[C:17]([Cl:19])[CH:16]=[CH:15][C:14]=1[O:20][CH2:21][C:22]([OH:24])=[O:23]. Given the reactants [Cl:1][C:2]1[CH:7]=[C:6]([S:8]([CH2:11][CH3:12])(=[O:10])=[O:9])[CH:5]=[CH:4][C:3]=1[C:13]1[CH:18]=[C:17]([Cl:19])[CH:16]=[CH:15][C:14]=1[O:20][CH2:21][C:22]([O:24]CC)=[O:23].[OH-].[Na+].Cl, predict the reaction product. (2) Given the reactants [OH:1][C:2]1[CH:3]=[C:4]([CH:10]=[CH:11][C:12]=1[CH3:13])[C:5]([O:7][CH2:8][CH3:9])=O.[NH2:14][NH2:15].C(OCC)(OCC)(OCC)C, predict the reaction product. The product is: [CH3:13][C:12]1[CH:11]=[CH:10][C:4]([C:5]2[O:7][C:8]([CH3:9])=[N:14][N:15]=2)=[CH:3][C:2]=1[OH:1]. (3) The product is: [NH2:9][C:3]1[N:4]=[CH:5][N:6]=[C:7]([NH:10][CH2:11][CH:12]2[CH2:13][CH2:14][N:15]([C:18]([C:41]3[CH2:46][CH2:45][CH2:44][CH2:43][CH:42]=3)=[O:20])[CH2:16][CH2:17]2)[C:2]=1[C:29]1[CH:30]=[CH:31][C:26]([O:25][C:32]2[CH:37]=[CH:36][CH:35]=[CH:34][CH:33]=2)=[CH:27][CH:28]=1. Given the reactants Cl[C:2]1[C:3]([NH2:9])=[N:4][CH:5]=[N:6][C:7]=1Cl.[NH2:10][CH2:11][CH:12]1[CH2:17][CH2:16][N:15]([C:18]([O:20]C(C)(C)C)=O)[CH2:14][CH2:13]1.[O:25]([C:32]1[CH:37]=[CH:36][C:35](B(O)O)=[CH:34][CH:33]=1)[C:26]1[CH:31]=[CH:30][CH:29]=[CH:28][CH:27]=1.[C:41]1(C(O)=O)[CH2:46][CH2:45][CH2:44][CH2:43][CH:42]=1, predict the reaction product. (4) The product is: [CH2:12]([S:17][CH:3]1[CH2:4][CH:5]([C:9]([CH3:11])=[CH2:10])[CH2:6][C:7](=[O:8])[CH:2]1[CH3:1])[CH2:13][CH2:14][CH2:15][CH3:16]. Given the reactants [CH3:1][C:2]1[C:7](=[O:8])[CH2:6][CH:5]([C:9]([CH3:11])=[CH2:10])[CH2:4][CH:3]=1.[CH2:12]([SH:17])[CH2:13][CH2:14][CH2:15][CH3:16], predict the reaction product. (5) The product is: [CH2:9]([C:8]1[C:3]2[CH:4]=[CH:5][CH:6]=[CH:7][C:2]=2[O:1][C:13]=1[C:14]([O:16][CH3:17])=[O:15])[CH3:10]. Given the reactants [OH:1][C:2]1[CH:7]=[CH:6][CH:5]=[CH:4][C:3]=1[C:8](=O)[CH2:9][CH3:10].Br[CH2:13][C:14]([O:16][CH3:17])=[O:15].C(=O)([O-])[O-].[K+].[K+].N12CCCN=C1CCCCC2.Cl, predict the reaction product. (6) The product is: [CH3:9][S:8][C:5]1[CH:6]=[CH:7][C:2]([C:23]#[C:22][CH2:21][OH:24])=[CH:3][CH:4]=1. Given the reactants Br[C:2]1[CH:7]=[CH:6][C:5]([S:8][CH3:9])=[CH:4][CH:3]=1.N12CCCN=C1CCCCC2.[CH2:21]([OH:24])[C:22]#[CH:23], predict the reaction product.